From a dataset of Forward reaction prediction with 1.9M reactions from USPTO patents (1976-2016). Predict the product of the given reaction. (1) Given the reactants OC1C2C(=CC=CC=2)C(NS(C2SC=CC=2)(=O)=O)=CC=1SC1N(C)N=NN=1.[CH3:28][N:29]1[C:33]([S:34][C:35]2[C:44](=[O:45])[C:43]3[C:38](=[CH:39][CH:40]=[CH:41][CH:42]=3)/[C:37](=[N:46]/[S:47]([C:50]3[CH:55]=[CH:54][C:53]([C:56]4[CH:61]=[CH:60][CH:59]=[CH:58][CH:57]=4)=[CH:52][CH:51]=3)(=[O:49])=[O:48])/[CH:36]=2)=[N:32][N:31]=[N:30]1, predict the reaction product. The product is: [OH:45][C:44]1[C:43]2[C:38](=[CH:39][CH:40]=[CH:41][CH:42]=2)[C:37]([NH:46][S:47]([C:50]2[CH:51]=[CH:52][C:53]([C:56]3[CH:61]=[CH:60][CH:59]=[CH:58][CH:57]=3)=[CH:54][CH:55]=2)(=[O:49])=[O:48])=[CH:36][C:35]=1[S:34][C:33]1[N:29]([CH3:28])[N:30]=[N:31][N:32]=1.[CH3:28][N:29]1[C:33]([S:34][C:35]2[C:44](=[O:45])[C:43]3[C:38](=[CH:39][CH:40]=[CH:41][CH:42]=3)/[C:37](=[N:46]/[S:47]([C:50]3[CH:55]=[CH:54][C:53]([C:56]4[CH:61]=[CH:60][CH:59]=[CH:58][CH:57]=4)=[CH:52][CH:51]=3)(=[O:48])=[O:49])/[CH:36]=2)=[N:32][N:31]=[N:30]1. (2) Given the reactants [P:1]([O:9][CH2:10][C@H:11]1[O:15][C@@H:14]([N:16]2[C:26]3[N:25]=[C:23]([NH2:24])[NH:22][C:20](=[O:21])[C:19]=3[N:18]=[CH:17]2)[C@H:13]([OH:27])[C@@H:12]1[OH:28])([O:4]P(O)(O)=O)(=[O:3])[OH:2].[CH3:29]OP(OC)(OC)=O.P(Cl)(Cl)(Cl)=O, predict the reaction product. The product is: [P:1]([O:9][CH2:10][C@H:11]1[O:15][C@@H:14]([N:16]2[C:26]3[N:25]=[C:23]([NH2:24])[NH:22][C:20](=[O:21])[C:19]=3[N:18]=[CH:17]2)[C@H:13]([OH:27])[C@@H:12]1[O:28][CH3:29])([OH:4])([OH:2])=[O:3]. (3) Given the reactants I[C:2]1[CH:29]=[CH:28][C:5]2[N:6]([CH2:9][C:10]3[CH:15]=[CH:14][C:13]([O:16][CH2:17][C:18]4[CH:19]=[N:20][C:21]([O:24][CH3:25])=[CH:22][CH:23]=4)=[C:12]([O:26][CH3:27])[CH:11]=3)[CH:7]=[N:8][C:4]=2[CH:3]=1.[CH2:30]1[C:33]2([CH2:38][CH2:37][N:36]([C:39]([O:41][C:42]([CH3:45])([CH3:44])[CH3:43])=[O:40])[CH2:35][CH2:34]2)[CH2:32][NH:31]1.C(=O)([O-])[O-].[K+].[K+].N1CCC[C@H]1C(O)=O, predict the reaction product. The product is: [CH3:27][O:26][C:12]1[CH:11]=[C:10]([CH:15]=[CH:14][C:13]=1[O:16][CH2:17][C:18]1[CH:19]=[N:20][C:21]([O:24][CH3:25])=[CH:22][CH:23]=1)[CH2:9][N:6]1[C:5]2[CH:28]=[CH:29][C:2]([N:31]3[CH2:30][C:33]4([CH2:34][CH2:35][N:36]([C:39]([O:41][C:42]([CH3:45])([CH3:44])[CH3:43])=[O:40])[CH2:37][CH2:38]4)[CH2:32]3)=[CH:3][C:4]=2[N:8]=[CH:7]1.